This data is from Retrosynthesis with 50K atom-mapped reactions and 10 reaction types from USPTO. The task is: Predict the reactants needed to synthesize the given product. (1) Given the product ON=C1CCC(O)(c2ccccc2Cc2ccccc2)CC1, predict the reactants needed to synthesize it. The reactants are: NO.O=C1CCC(O)(c2ccccc2Cc2ccccc2)CC1. (2) The reactants are: Brc1cncc(Br)n1.OB(O)c1ccccc1. Given the product Brc1cncc(-c2ccccc2)n1, predict the reactants needed to synthesize it. (3) The reactants are: CC(=O)N1CCC(c2[nH]nc3cc(F)ccc23)CC1.ClCc1ccccc1. Given the product CC(=O)N1CCC(c2c3ccc(F)cc3nn2Cc2ccccc2)CC1, predict the reactants needed to synthesize it. (4) Given the product COC(=O)c1cc(-c2cc(Sc3cccc(OCCCNC(=O)OC(C)(C)C)c3)nc(N)n2)c(C)cc1OC, predict the reactants needed to synthesize it. The reactants are: CC(C)(C)OC(=O)NCCCBr.COC(=O)c1cc(-c2cc(Sc3cccc(O)c3)nc(N)n2)c(C)cc1OC.